Dataset: Reaction yield outcomes from USPTO patents with 853,638 reactions. Task: Predict the reaction yield, written as a fraction of the theoretical maximum amount of product (1.0 means a 100% yield; for example, 0.34 means a 34% yield). (1) The reactants are [N+:1]([C:4]1[CH:14]=[CH:13][C:7]([O:8][CH2:9][C:10]([OH:12])=[O:11])=[CH:6][CH:5]=1)([O-:3])=[O:2].O[CH2:16][CH2:17][O:18][C:19](=[O:31])[CH2:20][O:21][C:22]1[CH:27]=[CH:26][C:25]([N+:28]([O-:30])=[O:29])=[CH:24][CH:23]=1.C1(N=C=NC2CCCCC2)CCCCC1. The catalyst is ClCCl. The product is [N+:1]([C:4]1[CH:5]=[CH:6][C:7]([O:8][CH2:9][C:10]([O:12][CH2:16][CH2:17][O:18][C:19](=[O:31])[CH2:20][O:21][C:22]2[CH:27]=[CH:26][C:25]([N+:28]([O-:30])=[O:29])=[CH:24][CH:23]=2)=[O:11])=[CH:13][CH:14]=1)([O-:3])=[O:2]. The yield is 0.540. (2) The reactants are [Br:1][C:2]1[S:3][C:4]2[CH:10]=[C:9]([C:11](OC)=[O:12])[CH:8]=[C:7]([F:15])[C:5]=2[N:6]=1.CC(C[Al]CC(C)C)C. The catalyst is C1(C)C=CC=CC=1.C1COCC1. The product is [Br:1][C:2]1[S:3][C:4]2[CH:10]=[C:9]([CH2:11][OH:12])[CH:8]=[C:7]([F:15])[C:5]=2[N:6]=1. The yield is 0.890.